Predict the reactants needed to synthesize the given product. From a dataset of Full USPTO retrosynthesis dataset with 1.9M reactions from patents (1976-2016). (1) Given the product [CH:1]([O:4][C:5]1[CH:35]=[CH:34][C:8]([O:9][C:10]2[S:11][C:12]([C:15]3[CH:20]=[CH:19][C:18]([CH:21]([NH2:23])[CH3:22])=[CH:17][CH:16]=3)=[CH:13][N:14]=2)=[CH:7][CH:6]=1)([CH3:2])[CH3:3], predict the reactants needed to synthesize it. The reactants are: [CH:1]([O:4][C:5]1[CH:35]=[CH:34][C:8]([O:9][C:10]2[S:11][C:12]([C:15]3[CH:20]=[CH:19][C:18]([CH:21]([N:23]4C(=O)C5C(=CC=CC=5)C4=O)[CH3:22])=[CH:17][CH:16]=3)=[CH:13][N:14]=2)=[CH:7][CH:6]=1)([CH3:3])[CH3:2].O.NN. (2) Given the product [CH3:27][C:14]1([N:11]2[CH2:12][CH2:13][NH:8][C@@H:9]([CH3:28])[CH2:10]2)[CH2:19][CH2:18][N:17]([C:20]([O:22][C:23]([CH3:24])([CH3:25])[CH3:26])=[O:21])[CH2:16][CH2:15]1, predict the reactants needed to synthesize it. The reactants are: C([N:8]1[CH2:13][CH2:12][N:11]([C:14]2([CH3:27])[CH2:19][CH2:18][N:17]([C:20]([O:22][C:23]([CH3:26])([CH3:25])[CH3:24])=[O:21])[CH2:16][CH2:15]2)[CH2:10][C@@H:9]1[CH3:28])C1C=CC=CC=1.C(O)(=O)C. (3) Given the product [Cl:44][C:45]1[CH:46]=[C:47]([N:51]2[CH2:56][CH2:55][N:54]([C:11]3[C:10]([O:13][C:14]([F:17])([F:16])[F:15])=[C:9]4[C:4]([C:5](=[O:35])[C:6]([C:30]([O:32][CH2:33][CH3:34])=[O:31])=[CH:7][N:8]4[C:18]4[CH:19]=[CH:20][C:21]([CH2:24][N:25]5[CH2:29][CH2:28][CH2:27][CH2:26]5)=[CH:22][CH:23]=4)=[CH:3][C:2]=3[F:1])[CH2:53][CH2:52]2)[CH:48]=[CH:49][CH:50]=1, predict the reactants needed to synthesize it. The reactants are: [F:1][C:2]1[CH:3]=[C:4]2[C:9](=[C:10]([O:13][C:14]([F:17])([F:16])[F:15])[C:11]=1F)[N:8]([C:18]1[CH:23]=[CH:22][C:21]([CH2:24][N:25]3[CH2:29][CH2:28][CH2:27][CH2:26]3)=[CH:20][CH:19]=1)[CH:7]=[C:6]([C:30]([O:32][CH2:33][CH3:34])=[O:31])[C:5]2=[O:35].C1N2CCN(CC2)C1.[Cl:44][C:45]1[CH:46]=[C:47]([N:51]2[CH2:56][CH2:55][NH:54][CH2:53][CH2:52]2)[CH:48]=[CH:49][CH:50]=1.